From a dataset of Forward reaction prediction with 1.9M reactions from USPTO patents (1976-2016). Predict the product of the given reaction. The product is: [Br:1][C:2]1[CH:3]=[CH:4][C:5]([NH:8][C:9]2[S:10][CH:13]=[C:14]([CH3:15])[N:11]=2)=[N:6][CH:7]=1. Given the reactants [Br:1][C:2]1[CH:3]=[CH:4][C:5]([NH:8][C:9]([NH2:11])=[S:10])=[N:6][CH:7]=1.Cl[CH2:13][C:14](=O)[CH3:15].O, predict the reaction product.